Dataset: Reaction yield outcomes from USPTO patents with 853,638 reactions. Task: Predict the reaction yield, written as a fraction of the theoretical maximum amount of product (1.0 means a 100% yield; for example, 0.34 means a 34% yield). (1) The reactants are [CH3:1][O:2][C:3]1[CH:58]=[CH:57][C:6]([CH2:7][N:8]([CH2:48][C:49]2[CH:54]=[CH:53][C:52]([O:55][CH3:56])=[CH:51][CH:50]=2)[C:9]2[N:14]=[C:13]([CH3:15])[N:12]=[C:11]([C:16]3[CH:17]=[C:18]([C@H:32]([N:34]4[CH2:39][CH2:38][N:37](C(OC(C)(C)C)=O)[CH2:36][C@H:35]4[CH3:47])[CH3:33])[CH:19]=[N:20][C:21]=3[NH:22][C:23]3[CH:24]=[N:25][C:26]([O:30][CH3:31])=[C:27]([F:29])[CH:28]=3)[N:10]=2)=[CH:5][CH:4]=1.ClCCl.FC(F)(F)C(O)=O.C(N(CC)CC)C.[CH3:76][S:77](Cl)(=[O:79])=[O:78]. No catalyst specified. The product is [F:29][C:27]1[CH:28]=[C:23]([NH:22][C:21]2[C:16]([C:11]3[N:12]=[C:13]([CH3:15])[N:14]=[C:9]([N:8]([CH2:48][C:49]4[CH:54]=[CH:53][C:52]([O:55][CH3:56])=[CH:51][CH:50]=4)[CH2:7][C:6]4[CH:57]=[CH:58][C:3]([O:2][CH3:1])=[CH:4][CH:5]=4)[N:10]=3)=[CH:17][C:18]([C@H:32]([N:34]3[CH2:39][CH2:38][N:37]([S:77]([CH3:76])(=[O:79])=[O:78])[CH2:36][C@H:35]3[CH3:47])[CH3:33])=[CH:19][N:20]=2)[CH:24]=[N:25][C:26]=1[O:30][CH3:31]. The yield is 0.770. (2) The catalyst is CN(C=O)C.O. The yield is 0.420. The product is [CH3:1][C:2]1[CH:11]=[CH:10][C:9]2[C:4](=[CH:5][CH:6]=[CH:7][C:8]=2[N:12]2[CH2:17][CH2:16][N:15]([CH2:34][C:35]([C:37]3[CH:38]=[C:39]([NH:43][C:44](=[O:46])[CH3:45])[CH:40]=[CH:41][CH:42]=3)=[O:36])[CH2:14][CH2:13]2)[N:3]=1. The reactants are [CH3:1][C:2]1[CH:11]=[CH:10][C:9]2[C:4](=[CH:5][CH:6]=[CH:7][C:8]=2[N:12]2[CH2:17][CH2:16][N:15](CCC3C=C(C=CC=3)N)[CH2:14][CH2:13]2)[N:3]=1.C(=O)([O-])[O-].[K+].[K+].Cl[CH2:34][C:35]([C:37]1[CH:38]=[C:39]([NH:43][C:44](=[O:46])[CH3:45])[CH:40]=[CH:41][CH:42]=1)=[O:36]. (3) The reactants are [CH2:1]([C:5]1[N:10]2[N:11]=[CH:12][N:13]=[C:9]2[N:8]([C@H:14]2[CH2:19][CH2:18][C@H:17]([OH:20])[CH2:16][CH2:15]2)[C:7](=[O:21])[C:6]=1[CH2:22][C:23]1[CH:28]=[CH:27][C:26]([C:29]2[C:30]([C:35]#[N:36])=[CH:31][CH:32]=[CH:33][CH:34]=2)=[CH:25][C:24]=1[F:37])[CH2:2][CH2:3][CH3:4].[N+](=[CH:40][C:41]([O:43][CH2:44][CH3:45])=[O:42])=[N-].O. The catalyst is C1(C)C=CC=CC=1.C([O-])(=O)C.[Rh+]. The product is [CH2:1]([C:5]1[N:10]2[N:11]=[CH:12][N:13]=[C:9]2[N:8]([C@H:14]2[CH2:19][CH2:18][C@H:17]([O:20][CH2:40][C:41]([O:43][CH2:44][CH3:45])=[O:42])[CH2:16][CH2:15]2)[C:7](=[O:21])[C:6]=1[CH2:22][C:23]1[CH:28]=[CH:27][C:26]([C:29]2[CH:34]=[CH:33][CH:32]=[CH:31][C:30]=2[C:35]#[N:36])=[CH:25][C:24]=1[F:37])[CH2:2][CH2:3][CH3:4]. The yield is 0.490. (4) The catalyst is CO. The yield is 1.00. The reactants are [CH:1]1([C:7]([OH:9])=[O:8])[CH2:6][CH2:5][CH2:4][CH2:3][CH2:2]1.C[O-].[Li+:12]. The product is [Li+:12].[CH:1]1([C:7]([O-:9])=[O:8])[CH2:6][CH2:5][CH2:4][CH2:3][CH2:2]1. (5) The reactants are [S:1]([Cl:4])(Cl)=[O:2].N[C:6]1[CH:7]=[CH:8][C:9]([Cl:12])=[N:10][CH:11]=1.Cl.N([O-])=[O:15].[Na+]. The catalyst is O.Cl[Cu]. The product is [Cl:12][C:9]1[CH:8]=[CH:7][C:6]([S:1]([Cl:4])(=[O:2])=[O:15])=[CH:11][N:10]=1. The yield is 0.820.